This data is from Catalyst prediction with 721,799 reactions and 888 catalyst types from USPTO. The task is: Predict which catalyst facilitates the given reaction. (1) Reactant: CC[N:3](C(C)C)C(C)C.[CH3:10][C:11]([C:15]1[N:19]([CH2:20][CH:21]2[CH2:26][CH2:25][O:24][CH2:23][CH2:22]2)[C:18]2[CH:27]=[CH:28][C:29]([S:31]([N:34]3[CH:38]=[C:37]([C:39]([OH:41])=O)[CH:36]=[N:35]3)(=[O:33])=[O:32])=[CH:30][C:17]=2[N:16]=1)([CH3:14])[CH2:12][CH3:13].CN(C(ON1N=NC2C=CC=NC1=2)=[N+](C)C)C.F[P-](F)(F)(F)(F)F.N. Product: [CH3:14][C:11]([C:15]1[N:19]([CH2:20][CH:21]2[CH2:26][CH2:25][O:24][CH2:23][CH2:22]2)[C:18]2[CH:27]=[CH:28][C:29]([S:31]([N:34]3[CH:38]=[C:37]([C:39]([NH2:3])=[O:41])[CH:36]=[N:35]3)(=[O:32])=[O:33])=[CH:30][C:17]=2[N:16]=1)([CH3:10])[CH2:12][CH3:13]. The catalyst class is: 3. (2) The catalyst class is: 22. Reactant: [CH:1]1([C:6](Cl)=[O:7])[CH2:5][CH2:4][CH2:3][CH2:2]1.[NH2:9][CH2:10][CH2:11][CH2:12][CH2:13][N:14]1[C:26]2[C:25]3[CH:24]=[CH:23][C:22]([Br:27])=[CH:21][C:20]=3[N:19]=[C:18]([NH2:28])[C:17]=2[N:16]=[C:15]1[CH2:29][O:30][CH2:31][CH3:32].C(N(CC)CC)C. Product: [NH2:28][C:18]1[C:17]2[N:16]=[C:15]([CH2:29][O:30][CH2:31][CH3:32])[N:14]([CH2:13][CH2:12][CH2:11][CH2:10][NH:9][C:6]([CH:1]3[CH2:5][CH2:4][CH2:3][CH2:2]3)=[O:7])[C:26]=2[C:25]2[CH:24]=[CH:23][C:22]([Br:27])=[CH:21][C:20]=2[N:19]=1.